Dataset: NCI-60 drug combinations with 297,098 pairs across 59 cell lines. Task: Regression. Given two drug SMILES strings and cell line genomic features, predict the synergy score measuring deviation from expected non-interaction effect. (1) Drug 1: C1=CC(=CC=C1CCCC(=O)O)N(CCCl)CCCl. Drug 2: C1CN(P(=O)(OC1)NCCCl)CCCl. Cell line: HOP-62. Synergy scores: CSS=17.2, Synergy_ZIP=-0.969, Synergy_Bliss=-8.25, Synergy_Loewe=-24.7, Synergy_HSA=-8.48. (2) Drug 1: C1CCC(C1)C(CC#N)N2C=C(C=N2)C3=C4C=CNC4=NC=N3. Drug 2: C1CC(C1)(C(=O)O)C(=O)O.[NH2-].[NH2-].[Pt+2]. Cell line: MCF7. Synergy scores: CSS=26.1, Synergy_ZIP=-1.42, Synergy_Bliss=4.11, Synergy_Loewe=3.23, Synergy_HSA=4.25. (3) Drug 1: C1C(C(OC1N2C=C(C(=O)NC2=O)F)CO)O. Drug 2: CC1C(C(CC(O1)OC2CC(OC(C2O)C)OC3=CC4=CC5=C(C(=O)C(C(C5)C(C(=O)C(C(C)O)O)OC)OC6CC(C(C(O6)C)O)OC7CC(C(C(O7)C)O)OC8CC(C(C(O8)C)O)(C)O)C(=C4C(=C3C)O)O)O)O. Cell line: EKVX. Synergy scores: CSS=8.86, Synergy_ZIP=0.643, Synergy_Bliss=3.09, Synergy_Loewe=0.510, Synergy_HSA=1.39.